From a dataset of Reaction yield outcomes from USPTO patents with 853,638 reactions. Predict the reaction yield, written as a fraction of the theoretical maximum amount of product (1.0 means a 100% yield; for example, 0.34 means a 34% yield). The reactants are [CH:1]([NH:4]C(C)C)(C)[CH3:2].[Li]CCCC.[CH3:13][O:14][C:15](=[O:24])[CH2:16][C:17]1[CH:22]=[CH:21][C:20]([Cl:23])=[CH:19][CH:18]=1.ICC#N.C([O-])(O)=O.[Na+]. The catalyst is C1COCC1. The product is [CH3:13][O:14][C:15](=[O:24])[CH:16]([C:17]1[CH:22]=[CH:21][C:20]([Cl:23])=[CH:19][CH:18]=1)[CH2:2][C:1]#[N:4]. The yield is 0.750.